This data is from Peptide-MHC class I binding affinity with 185,985 pairs from IEDB/IMGT. The task is: Regression. Given a peptide amino acid sequence and an MHC pseudo amino acid sequence, predict their binding affinity value. This is MHC class I binding data. (1) The peptide sequence is RLASSLYVY. The MHC is HLA-B40:01 with pseudo-sequence HLA-B40:01. The binding affinity (normalized) is 0.213. (2) The peptide sequence is VTVEYITR. The MHC is H-2-Db with pseudo-sequence H-2-Db. The binding affinity (normalized) is 0.0428.